Task: Predict the reaction yield, written as a fraction of the theoretical maximum amount of product (1.0 means a 100% yield; for example, 0.34 means a 34% yield).. Dataset: Reaction yield outcomes from USPTO patents with 853,638 reactions (1) The reactants are [CH2:1]([C@H:4]1[CH2:9][CH2:8][CH2:7][O:6][CH2:5]1)[CH:2]=C.[OH2:10]. The catalyst is C(#N)C. The product is [O:6]1[CH2:7][CH2:8][CH2:9][C@H:4]([CH2:1][CH:2]=[O:10])[CH2:5]1. The yield is 0.600. (2) The yield is 0.740. The reactants are [C:1]([O:5][C:6]([N:8]1[CH2:12][C@H:11]([F:13])[CH2:10][C@H:9]1[C:14]([OH:16])=O)=[O:7])([CH3:4])([CH3:3])[CH3:2].CN(C(ON1N=NC2C=CC=NC1=2)=[N+](C)C)C.F[P-](F)(F)(F)(F)F.CCN(C(C)C)C(C)C.[CH3:50][C:51]1[C:52]([CH2:67][NH2:68])=[CH:53][C:54]([C:57]2[CH:58]=[N:59][C:60]([C:63]([F:66])([F:65])[F:64])=[N:61][CH:62]=2)=[N:55][CH:56]=1. The product is [F:13][C@H:11]1[CH2:12][N:8]([C:6]([O:5][C:1]([CH3:2])([CH3:3])[CH3:4])=[O:7])[C@H:9]([C:14](=[O:16])[NH:68][CH2:67][C:52]2[C:51]([CH3:50])=[CH:56][N:55]=[C:54]([C:57]3[CH:62]=[N:61][C:60]([C:63]([F:66])([F:65])[F:64])=[N:59][CH:58]=3)[CH:53]=2)[CH2:10]1. The catalyst is CN(C=O)C.C(OCC)(=O)C. (3) The catalyst is C(Cl)Cl. The reactants are [F:1][C:2]1[CH:10]=[CH:9][C:5]([C:6]([OH:8])=O)=[CH:4][C:3]=1[OH:11].Cl.[CH3:13][NH:14][O:15][CH3:16]. The yield is 1.00. The product is [F:1][C:2]1[CH:10]=[CH:9][C:5]([C:6]([N:14]([O:15][CH3:16])[CH3:13])=[O:8])=[CH:4][C:3]=1[OH:11]. (4) The reactants are [CH3:1][C:2]1[NH:10][C:5]2=[N:6][CH:7]=[CH:8][CH:9]=[C:4]2[C:3]=1[C:11]([O:13][CH3:14])=[O:12].[H-].[Na+].Br[CH:18]([C:20]1[CH:25]=[CH:24][CH:23]=[CH:22][CH:21]=1)[CH3:19].[Cl-].[NH4+]. The catalyst is CN(C)C=O. The product is [CH3:1][C:2]1[N:10]([CH:18]([C:20]2[CH:25]=[CH:24][CH:23]=[CH:22][CH:21]=2)[CH3:19])[C:5]2=[N:6][CH:7]=[CH:8][CH:9]=[C:4]2[C:3]=1[C:11]([O:13][CH3:14])=[O:12]. The yield is 0.317. (5) The reactants are C(N(CC)CC)C.[NH:8]1[CH:12]=[C:11]([CH:13]=[O:14])[N:10]=[CH:9]1.[C:15]1([C:21](Cl)([C:28]2[CH:33]=[CH:32][CH:31]=[CH:30][CH:29]=2)[C:22]2[CH:27]=[CH:26][CH:25]=[CH:24][CH:23]=2)[CH:20]=[CH:19][CH:18]=[CH:17][CH:16]=1. The catalyst is CN(C)C=O. The product is [C:21]([N:8]1[CH:12]=[C:11]([CH:13]=[O:14])[N:10]=[CH:9]1)([C:15]1[CH:20]=[CH:19][CH:18]=[CH:17][CH:16]=1)([C:28]1[CH:29]=[CH:30][CH:31]=[CH:32][CH:33]=1)[C:22]1[CH:23]=[CH:24][CH:25]=[CH:26][CH:27]=1. The yield is 0.670. (6) The reactants are [CH3:1][C:2]([C:4]1[CH:5]=[CH:6][C:7]([OH:10])=[CH:8][CH:9]=1)=[O:3].C([O-])([O-])=O.[K+].[K+].[CH2:29](C(Br)COCC(Br)[CH2:29][C:30]1[CH:35]=[CH:34][CH:33]=[CH:32][CH:31]=1)[C:30]1[CH:35]=[CH:34][CH:33]=[CH:32][CH:31]=1.[CH2:38]([OH:40])[CH3:39]. No catalyst specified. The product is [CH2:29]([O:40][CH2:38][CH2:39][O:10][C:7]1[CH:8]=[CH:9][C:4]([C:2](=[O:3])[CH3:1])=[CH:5][CH:6]=1)[C:30]1[CH:31]=[CH:32][CH:33]=[CH:34][CH:35]=1. The yield is 0.610. (7) The reactants are C[Al](C)C.[Cl-].[NH4+:6].[C:7]1([C:13]([C:30]2[CH:35]=[CH:34][CH:33]=[CH:32][CH:31]=2)([C:24]2[CH:29]=[CH:28][CH:27]=[CH:26][CH:25]=2)[N:14]2[CH:18]=[C:17]([C@@H:19]3[CH2:21][C@H:20]3[C:22]#[N:23])[N:16]=[CH:15]2)[CH:12]=[CH:11][CH:10]=[CH:9][CH:8]=1. The catalyst is C1(C)C=CC=CC=1.C(Cl)(Cl)Cl. The product is [C:30]1([C:13]([C:7]2[CH:12]=[CH:11][CH:10]=[CH:9][CH:8]=2)([C:24]2[CH:25]=[CH:26][CH:27]=[CH:28][CH:29]=2)[N:14]2[CH:18]=[C:17]([C@@H:19]3[CH2:21][C@H:20]3[C:22](=[NH:6])[NH2:23])[N:16]=[CH:15]2)[CH:35]=[CH:34][CH:33]=[CH:32][CH:31]=1. The yield is 0.680.